From a dataset of Full USPTO retrosynthesis dataset with 1.9M reactions from patents (1976-2016). Predict the reactants needed to synthesize the given product. (1) Given the product [Br:1][C:2]1[C:3](=[O:8])[N:4]([CH3:9])[CH:5]=[CH:6][CH:7]=1, predict the reactants needed to synthesize it. The reactants are: [Br:1][C:2]1[C:3](=[O:8])[NH:4][CH:5]=[CH:6][CH:7]=1.[C:9](=O)([O-])[O-].[K+].[K+].IC. (2) Given the product [F:11][C:8]([F:9])([F:10])[C:5]1[CH:4]=[C:3]2[C:2](=[CH:7][CH:6]=1)[C:14](=[O:16])[CH2:13][CH2:12]2, predict the reactants needed to synthesize it. The reactants are: Br[C:2]1[CH:7]=[CH:6][C:5]([C:8]([F:11])([F:10])[F:9])=[CH:4][C:3]=1[CH2:12][CH2:13][C:14]([OH:16])=O.C([Li])CCC. (3) Given the product [CH2:19]([O:21][C:22]1[CH:27]=[N:26][C:25]([C:28]2[CH:36]=[CH:35][CH:34]=[CH:33][C:29]=2[C:30]([NH:16][C@H:12]2[CH2:13][CH2:14][CH2:15][C@@H:11]2[NH:10][C:7]2[CH:6]=[N:5][C:4]([C:3]([F:2])([F:17])[F:18])=[CH:9][N:8]=2)=[O:31])=[N:24][CH:23]=1)[CH3:20], predict the reactants needed to synthesize it. The reactants are: Cl.[F:2][C:3]([F:18])([F:17])[C:4]1[N:5]=[CH:6][C:7]([NH:10][C@H:11]2[CH2:15][CH2:14][CH2:13][C@@H:12]2[NH2:16])=[N:8][CH:9]=1.[CH2:19]([O:21][C:22]1[CH:23]=[N:24][C:25]([C:28]2[CH:36]=[CH:35][CH:34]=[CH:33][C:29]=2[C:30](O)=[O:31])=[N:26][CH:27]=1)[CH3:20].N1C2C(=NC=CC=2)N(O)N=1.C(Cl)CCl.C(N(CC)CC)C.